This data is from Forward reaction prediction with 1.9M reactions from USPTO patents (1976-2016). The task is: Predict the product of the given reaction. (1) Given the reactants [CH3:1][P:2](=[O:7])([O:5][CH3:6])[O:3][CH3:4].[Li]CCCC.C([O:15][C:16](=O)[CH2:17][CH2:18][C:19]1[CH:28]=[CH:27][C:26]2[CH2:25][CH2:24][CH2:23][NH:22][C:21]=2[N:20]=1)C, predict the reaction product. The product is: [CH3:4][O:3][P:2]([CH2:1][C:16](=[O:15])[CH2:17][CH2:18][C:19]1[CH:28]=[CH:27][C:26]2[CH2:25][CH2:24][CH2:23][NH:22][C:21]=2[N:20]=1)(=[O:7])[O:5][CH3:6]. (2) Given the reactants [NH:1]1[CH2:6][CH2:5][O:4][CH2:3][CH2:2]1.[CH:7]([Si:10]([CH:25]([CH3:27])[CH3:26])([CH:22]([CH3:24])[CH3:23])[O:11][C:12]1[CH:17]=[CH:16][C:15]([C:18](=O)[CH2:19][CH3:20])=[CH:14][CH:13]=1)([CH3:9])[CH3:8], predict the reaction product. The product is: [CH:25]([Si:10]([CH:7]([CH3:9])[CH3:8])([CH:22]([CH3:24])[CH3:23])[O:11][C:12]1[CH:13]=[CH:14][C:15](/[C:18](/[N:1]2[CH2:6][CH2:5][O:4][CH2:3][CH2:2]2)=[CH:19]\[CH3:20])=[CH:16][CH:17]=1)([CH3:27])[CH3:26]. (3) Given the reactants [F:1][C:2]1[CH:34]=[CH:33][C:5]([CH2:6][N:7]2[C:15]3[C:10](=[CH:11][CH:12]=[CH:13][CH:14]=3)[C:9]3[CH2:16][CH:17](COS(C)(=O)=O)[N:18]([C:20]([O:22][C:23](C)(C)C)=[O:21])[CH2:19][C:8]2=3)=[CH:4][CH:3]=1.C(=O)([O-])[O-].[K+].[K+], predict the reaction product. The product is: [F:1][C:2]1[CH:3]=[CH:4][C:5]([CH2:6][N:7]2[C:15]3[CH:14]=[CH:13][CH:12]=[CH:11][C:10]=3[C:9]3[CH2:16][CH:17]4[CH2:23][O:22][C:20](=[O:21])[N:18]4[CH2:19][C:8]2=3)=[CH:33][CH:34]=1. (4) Given the reactants [S:1]1[C:10]2[C:9]3[CH:11]=[CH:12][C:13]([OH:15])=[CH:14][C:8]=3[O:7][C:6]3[CH:16]=[CH:17][CH:18]=[CH:19][C:5]=3[C:4]=2[CH:3]=[CH:2]1.C(=O)([O-])[O-].[K+].[K+].Cl.[CH3:27][N:28]([CH3:33])[CH2:29][CH2:30][CH2:31]Cl, predict the reaction product. The product is: [CH3:27][N:28]([CH3:33])[CH2:29][CH2:30][CH2:31][O:15][C:13]1[CH:12]=[CH:11][C:9]2[C:10]3[S:1][CH:2]=[CH:3][C:4]=3[C:5]3[CH:19]=[CH:18][CH:17]=[CH:16][C:6]=3[O:7][C:8]=2[CH:14]=1. (5) Given the reactants [Cl:1][C:2]1[C:7]2[C:8]([CH3:16])=[CH:9][N:10]([CH2:11][CH2:12][CH2:13][O:14][CH3:15])[C:6]=2[CH:5]=[C:4]([C:17](N(OC)C)=[O:18])[N:3]=1.[CH3:23][Mg]Br, predict the reaction product. The product is: [Cl:1][C:2]1[C:7]2[C:8]([CH3:16])=[CH:9][N:10]([CH2:11][CH2:12][CH2:13][O:14][CH3:15])[C:6]=2[CH:5]=[C:4]([C:17](=[O:18])[CH3:23])[N:3]=1. (6) Given the reactants [NH:1]1[CH:5]=[C:4]([CH2:6][CH2:7][CH2:8][CH2:9][C:10]([OH:12])=O)[N:3]=[N:2]1.Cl.[NH2:14][CH:15]1[CH2:20][CH2:19][N:18]([C:21]([O:23][CH2:24][C:25]2[CH:30]=[C:29]([Cl:31])[CH:28]=[C:27]([Cl:32])[CH:26]=2)=[O:22])[CH2:17][CH2:16]1.CCN(C(C)C)C(C)C.C(P1(=O)OP(CCC)(=O)OP(CCC)(=O)O1)CC, predict the reaction product. The product is: [NH:1]1[CH:5]=[C:4]([CH2:6][CH2:7][CH2:8][CH2:9][C:10]([NH:14][CH:15]2[CH2:16][CH2:17][N:18]([C:21]([O:23][CH2:24][C:25]3[CH:30]=[C:29]([Cl:31])[CH:28]=[C:27]([Cl:32])[CH:26]=3)=[O:22])[CH2:19][CH2:20]2)=[O:12])[N:3]=[N:2]1. (7) Given the reactants [F:1][C:2]1[C:8]([F:9])=[CH:7][C:6]([F:10])=[C:5]([F:11])[C:3]=1[NH2:4].[CH2:12]([C:14]1[CH:19]=[CH:18][C:17](Br)=[CH:16][CH:15]=1)[CH3:13].CC(C)([O-])C.[Na+].C(P(C(C)(C)C)C(C)(C)C)(C)(C)C.Cl, predict the reaction product. The product is: [F:1][C:2]1[C:8]([F:9])=[CH:7][C:6]([F:10])=[C:5]([F:11])[C:3]=1[NH:4][C:17]1[CH:18]=[CH:19][C:14]([CH2:12][CH3:13])=[CH:15][CH:16]=1.